This data is from Reaction yield outcomes from USPTO patents with 853,638 reactions. The task is: Predict the reaction yield, written as a fraction of the theoretical maximum amount of product (1.0 means a 100% yield; for example, 0.34 means a 34% yield). (1) The reactants are F[C:2]1[C:3]([C:8]2[CH:13]=[C:12]([S:14][CH3:15])[N:11]=[C:10]([CH3:16])[N:9]=2)=[N:4][CH:5]=[CH:6][N:7]=1.[NH2:17][C:18]1[CH:19]=[CH:20][C:21]([O:24][CH3:25])=[N:22][CH:23]=1.C(N(C(C)C)C(C)C)C. The catalyst is O1CCOCC1.O.[Cu]I. The product is [CH3:25][O:24][C:21]1[N:22]=[CH:23][C:18]([NH:17][C:2]2[C:3]([C:8]3[CH:13]=[C:12]([S:14][CH3:15])[N:11]=[C:10]([CH3:16])[N:9]=3)=[N:4][CH:5]=[CH:6][N:7]=2)=[CH:19][CH:20]=1. The yield is 0.463. (2) The reactants are Cl[C:2]1[CH:7]=[C:6]([NH2:8])[CH:5]=[C:4]([Cl:9])[N:3]=1.[O-:10][CH2:11][CH3:12].[Na+].O. The catalyst is C(O)C. The product is [Cl:9][C:4]1[CH:5]=[C:6]([NH2:8])[CH:7]=[C:2]([O:10][CH2:11][CH3:12])[N:3]=1. The yield is 0.880. (3) The catalyst is ClCCl. The product is [CH2:1]([O:8][C:9]([C@H:11]1[CH2:14][C@@H:13]([N:18]([CH2:19][CH3:20])[CH2:16][CH3:17])[CH2:12]1)=[O:10])[C:2]1[CH:7]=[CH:6][CH:5]=[CH:4][CH:3]=1. The yield is 0.590. The reactants are [CH2:1]([O:8][C:9]([CH:11]1[CH2:14][C:13](=O)[CH2:12]1)=[O:10])[C:2]1[CH:7]=[CH:6][CH:5]=[CH:4][CH:3]=1.[CH2:16]([NH:18][CH2:19][CH3:20])[CH3:17].C(O[BH-](OC(=O)C)OC(=O)C)(=O)C.[Na+].[Cl-].[NH4+]. (4) The reactants are [F:1][C:2]([F:20])([C:14]1[CH:19]=[CH:18][CH:17]=[CH:16][CH:15]=1)[CH2:3][O:4][CH2:5][CH2:6][C:7]([F:13])([F:12])[CH2:8][CH2:9][CH:10]=C.FC(F)(CCOCCCCC1C=CC=CC=1)CCC=[O:26]. No catalyst specified. The product is [F:1][C:2]([F:20])([C:14]1[CH:19]=[CH:18][CH:17]=[CH:16][CH:15]=1)[CH2:3][O:4][CH2:5][CH2:6][C:7]([F:13])([F:12])[CH2:8][CH2:9][CH:10]=[O:26]. The yield is 0.600. (5) The reactants are OC[C@H](N[C:11](=[O:23])[C@@H:12]([CH3:22])[CH2:13][CH2:14][CH2:15][C:16]1[CH:21]=[CH:20][CH:19]=[CH:18][CH:17]=1)C1C=CC=CC=1.S(=O)(=O)(O)[OH:25]. The catalyst is O1CCOCC1. The product is [CH3:22][C@@H:12]([CH2:13][CH2:14][CH2:15][C:16]1[CH:17]=[CH:18][CH:19]=[CH:20][CH:21]=1)[C:11]([OH:23])=[O:25]. The yield is 1.00. (6) The reactants are C[O:2][C:3]([C:5]1([CH2:11][S:12]([N:15]2[CH2:20][CH2:19][N:18]([C:21]3[CH:26]=[CH:25][C:24]([C:27]4[CH:28]=[N:29][CH:30]=[CH:31][CH:32]=4)=[CH:23][CH:22]=3)[CH2:17][CH2:16]2)(=[O:14])=[O:13])[CH2:10][CH2:9][O:8][CH2:7][CH2:6]1)=[O:4].O.[OH-].[Li+].CO.O. The catalyst is O1CCCC1. The product is [N:29]1[CH:30]=[CH:31][CH:32]=[C:27]([C:24]2[CH:23]=[CH:22][C:21]([N:18]3[CH2:19][CH2:20][N:15]([S:12]([CH2:11][C:5]4([C:3]([OH:4])=[O:2])[CH2:6][CH2:7][O:8][CH2:9][CH2:10]4)(=[O:14])=[O:13])[CH2:16][CH2:17]3)=[CH:26][CH:25]=2)[CH:28]=1. The yield is 0.720.